This data is from Catalyst prediction with 721,799 reactions and 888 catalyst types from USPTO. The task is: Predict which catalyst facilitates the given reaction. (1) Reactant: Cl[C:2]1[C:3]([CH3:22])=[CH:4][C:5]2[N:6]([C:8]([C:11]3[CH:16]=[CH:15][CH:14]=[C:13]([O:17][C:18]([F:21])([F:20])[F:19])[CH:12]=3)=[CH:9][N:10]=2)[N:7]=1.[CH3:23][N:24]1[CH2:29][CH2:28][CH:27]([CH2:30][NH2:31])[CH2:26][CH2:25]1.CC([O-])(C)C.[Na+]. Product: [CH3:22][C:3]1[C:2]([NH:31][CH2:30][CH:27]2[CH2:28][CH2:29][N:24]([CH3:23])[CH2:25][CH2:26]2)=[N:7][N:6]2[C:8]([C:11]3[CH:16]=[CH:15][CH:14]=[C:13]([O:17][C:18]([F:21])([F:20])[F:19])[CH:12]=3)=[CH:9][N:10]=[C:5]2[CH:4]=1. The catalyst class is: 187. (2) Reactant: [F:1][C:2]1[CH:3]=[C:4]([CH:8]=[CH:9][C:10]=1[F:11])C(O)=O.C(N(CC)CC)C.C1(OP(N=[N+]=[N-])(=O)OC2C=CC=CC=2)C=CC=CC=1.FC1C=C(C=CC=1F)[C:42]([N:44]=[N+]=[N-])=[O:43].[NH2:51][C:52]1[CH:57]=[CH:56][C:55]([C:58]2[CH:66]=[CH:65][C:64]([C:67]3[NH:68][C:69]([CH3:72])=[CH:70][N:71]=3)=[C:63]3[C:59]=2[CH2:60][NH:61][C:62]3=[O:73])=[C:54]([F:74])[CH:53]=1. Product: [F:1][C:2]1[CH:3]=[C:4]([NH:44][C:42]([NH:51][C:52]2[CH:57]=[CH:56][C:55]([C:58]3[CH:66]=[CH:65][C:64]([C:67]4[NH:68][C:69]([CH3:72])=[CH:70][N:71]=4)=[C:63]4[C:59]=3[CH2:60][NH:61][C:62]4=[O:73])=[C:54]([F:74])[CH:53]=2)=[O:43])[CH:8]=[CH:9][C:10]=1[F:11]. The catalyst class is: 56. (3) Reactant: [C:1]([C:5]1[C:6]2[CH:12]([C:13]3[CH:18]=[CH:17][CH:16]=[CH:15][C:14]=3[O:19][CH2:20][C:21]([O:23]C)=[O:22])[N:11]([C:25]3[CH:30]=[CH:29][C:28]([C:31]4[CH:35]=[CH:34][S:33][CH:32]=4)=[CH:27][CH:26]=3)[C:10](=[O:36])[C:7]=2NN=1)([CH3:4])([CH3:3])[CH3:2].C1COCC1.[OH-:42].[Li+].Cl.[OH2:45]. Product: [OH:23][C:21]([CH2:20][O:19][C:14]1[CH:15]=[CH:16][CH:17]=[CH:18][C:13]=1[CH:12]1[N:11]([C:25]2[CH:26]=[CH:27][C:28]([C:31]3[CH:35]=[CH:34][S:33][CH:32]=3)=[CH:29][CH:30]=2)[C:10](=[O:36])[C:7]([OH:42])=[C:6]1[C:5](=[O:45])[C:1]([CH3:4])([CH3:3])[CH3:2])=[O:22]. The catalyst class is: 5. (4) Reactant: [Cl:1][C:2]1[CH:7]=[C:6]([Cl:8])[C:5]([O:9][C@@H:10]([CH3:15])[C:11]([O:13][CH3:14])=[O:12])=[CH:4][C:3]=1[S:16][C:17]1[N:21]([CH3:22])[N:20]=[C:19]([CH3:23])[C:18]=1[C:24]([OH:26])=O.C([N:29](CC)CC)C.Cl.C(N=C=NCCCN(C)C)C.Cl. Product: [NH2:29][C:24]([C:18]1[C:19]([CH3:23])=[N:20][N:21]([CH3:22])[C:17]=1[S:16][C:3]1[C:2]([Cl:1])=[CH:7][C:6]([Cl:8])=[C:5]([CH:4]=1)[O:9][C@@H:10]([CH3:15])[C:11]([O:13][CH3:14])=[O:12])=[O:26]. The catalyst class is: 10.